Dataset: Full USPTO retrosynthesis dataset with 1.9M reactions from patents (1976-2016). Task: Predict the reactants needed to synthesize the given product. (1) Given the product [CH:3]1[C:4]2=[C:16]3[C:17]4[C:11](=[CH:10][CH:9]=[CH:8][C:7]=4[C:6](=[O:20])[C:5]2=[O:21])[C:12](=[O:19])[C:13](=[O:18])[C:14]3=[CH:15][C:2]=1[NH:1][C:30](=[O:31])[C:27]([CH3:26])=[CH2:28], predict the reactants needed to synthesize it. The reactants are: [NH2:1][C:2]1[CH:15]=[C:14]2[C:16]3[C:17]4[C:11]([C:12](=[O:19])[C:13]2=[O:18])=[CH:10][CH:9]=[CH:8][C:7]=4[C:6](=[O:20])[C:5](=[O:21])[C:4]=3[CH:3]=1.[Cl-].N1[CH:28]=[CH:27][CH:26]=CC=1.C1OC(=O)[O:31][CH:30]1CO. (2) Given the product [CH:1]([C:4]1[C:12]2[C:7](=[CH:8][CH:9]=[C:10]([O:13][C:14]3[C:21]([Cl:22])=[CH:20][C:17]([CH2:18][Br:24])=[CH:16][C:15]=3[Cl:23])[CH:11]=2)[NH:6][CH:5]=1)([CH3:3])[CH3:2], predict the reactants needed to synthesize it. The reactants are: [CH:1]([C:4]1[C:12]2[C:7](=[CH:8][CH:9]=[C:10]([O:13][C:14]3[C:21]([Cl:22])=[CH:20][C:17]([CH2:18]O)=[CH:16][C:15]=3[Cl:23])[CH:11]=2)[NH:6][CH:5]=1)([CH3:3])[CH3:2].[Br:24]P(Br)(C1C=CC=CC=1)(C1C=CC=CC=1)C1C=CC=CC=1.N1C=CC=CC=1. (3) Given the product [NH:43]1[C:51]2[C:46](=[C:47]([C:52]3[CH:60]=[C:59]4[C:55]([CH:56]=[N:57][NH:58]4)=[C:54]([NH:61][C:40]([C:37]4[N:38]=[CH:39][N:35]([CH3:34])[N:36]=4)=[O:42])[CH:53]=3)[CH:48]=[CH:49][CH:50]=2)[CH:45]=[CH:44]1, predict the reactants needed to synthesize it. The reactants are: CN(C(ON1N=NC2C=CC=NC1=2)=[N+](C)C)C.F[P-](F)(F)(F)(F)F.CCN(C(C)C)C(C)C.[CH3:34][N:35]1[CH:39]=[N:38][C:37]([C:40]([OH:42])=O)=[N:36]1.[NH:43]1[C:51]2[C:46](=[C:47]([C:52]3[CH:53]=[C:54]([NH2:61])[C:55]4[CH:56]=[N:57][NH:58][C:59]=4[CH:60]=3)[CH:48]=[CH:49][CH:50]=2)[CH:45]=[CH:44]1. (4) Given the product [ClH:59].[CH2:39]([C:23]1[CH:24]=[C:25]([C:36]2[NH:73][CH:65]=[N:61][CH:37]=2)[C:26]([OH:28])=[CH:27][C:22]=1[O:21][CH2:20][CH2:19][CH2:18][O:17][C:13]1[C:12]([CH2:41][CH2:42][CH3:43])=[C:11]([CH:16]=[CH:15][CH:14]=1)[O:10][C:5]1[CH:6]=[CH:7][CH:8]=[CH:9][C:4]=1[C:3]([OH:2])=[O:44])[CH3:40], predict the reactants needed to synthesize it. The reactants are: C[O:2][C:3](=[O:44])[C:4]1[CH:9]=[CH:8][CH:7]=[CH:6][C:5]=1[O:10][C:11]1[CH:16]=[CH:15][CH:14]=[C:13]([O:17][CH2:18][CH2:19][CH2:20][O:21][C:22]2[CH:27]=[C:26]([O:28]CC3C=CC=CC=3)[C:25]([C:36](=O)[CH3:37])=[CH:24][C:23]=2[CH2:39][CH3:40])[C:12]=1[CH2:41][CH2:42][CH3:43].C[Si](C)(C)[N-][Si](C)(C)C.[Li+].C[Si]([Cl:59])(C)C.Cl[N:61]1[C:65](=O)CCC1=O.[F-].C([N+:73](CCCC)(CCCC)CCCC)CCC. (5) The reactants are: [CH3:1][O:2][C:3]1[CH:4]=[C:5]([NH2:14])[CH:6]=[CH:7][C:8]=1[C:9]1[S:13][CH:12]=[N:11][CH:10]=1.[CH2:15]([C:22]1[CH:27]=[C:26]([CH3:28])[N:25]=[C:24](Cl)[N:23]=1)[C:16]1[CH:21]=[CH:20][CH:19]=[CH:18][CH:17]=1. Given the product [CH2:15]([C:22]1[CH:27]=[C:26]([CH3:28])[N:25]=[C:24]([NH:14][C:5]2[CH:6]=[CH:7][C:8]([C:9]3[S:13][CH:12]=[N:11][CH:10]=3)=[C:3]([O:2][CH3:1])[CH:4]=2)[N:23]=1)[C:16]1[CH:17]=[CH:18][CH:19]=[CH:20][CH:21]=1, predict the reactants needed to synthesize it. (6) Given the product [CH3:40][O:39][C:37](=[O:38])[NH:1][C:2]1[CH:3]=[CH:4][C:5]([C:8]2[NH:12][C:11]([C@H:13]3[N:21]4[C:16](=[CH:17][C:18]([C:23]5[CH:28]=[C:27]([Cl:29])[CH:26]=[CH:25][C:24]=5[N:30]5[CH:34]=[C:33]([Cl:35])[N:32]=[N:31]5)=[CH:19][C:20]4=[O:22])[CH2:15][CH2:14]3)=[N:10][CH:9]=2)=[CH:6][N:7]=1, predict the reactants needed to synthesize it. The reactants are: [NH2:1][C:2]1[N:7]=[CH:6][C:5]([C:8]2[NH:12][C:11]([C@H:13]3[N:21]4[C:16](=[CH:17][C:18]([C:23]5[CH:28]=[C:27]([Cl:29])[CH:26]=[CH:25][C:24]=5[N:30]5[CH:34]=[C:33]([Cl:35])[N:32]=[N:31]5)=[CH:19][C:20]4=[O:22])[CH2:15][CH2:14]3)=[N:10][CH:9]=2)=[CH:4][CH:3]=1.Cl[C:37]([O:39][CH3:40])=[O:38]. (7) Given the product [CH3:23][C:24]1[N:28]=[C:27]([C@H:29]([NH:31][C:11](=[O:13])[C:10]2[CH:14]=[C:15]([C:17]3[O:18][CH:19]=[CH:20][N:21]=3)[CH:16]=[C:8]([C:5]3[CH:4]=[CH:3][C:2]([CH3:1])=[CH:7][N:6]=3)[CH:9]=2)[CH3:30])[O:26][N:25]=1, predict the reactants needed to synthesize it. The reactants are: [CH3:1][C:2]1[CH:3]=[CH:4][C:5]([C:8]2[CH:9]=[C:10]([CH:14]=[C:15]([C:17]3[O:18][CH:19]=[CH:20][N:21]=3)[CH:16]=2)[C:11]([OH:13])=O)=[N:6][CH:7]=1.Cl.[CH3:23][C:24]1[N:28]=[C:27]([C@H:29]([NH2:31])[CH3:30])[O:26][N:25]=1.C(Cl)CCl.C1C=CC2N(O)N=NC=2C=1.C(N(CC)C(C)C)(C)C. (8) Given the product [N:23]1[C:2]2[CH2:3][CH2:4][CH2:5][CH2:6][CH2:7][CH2:8][C:1]=2[CH:21]=[N:19][C:15]=1[NH2:16], predict the reactants needed to synthesize it. The reactants are: [C:1]1(=O)[CH2:8][CH2:7][CH2:6][CH2:5][CH2:4][CH2:3][CH2:2]1.C(O[CH:15]([N:19]([CH3:21])C)[N:16](C)C)(C)(C)C.Cl.[NH2:23]C(N)=N.[Na]. (9) Given the product [O:16]1[CH2:17][CH2:18][O:19][C:14]2[CH:13]=[C:12]([CH2:11][C:7]3[NH:8][C:9]4[C:5]([N:6]=3)=[C:4]([NH2:23])[N:3]=[C:2]([F:1])[N:10]=4)[CH:21]=[CH:20][C:15]1=2, predict the reactants needed to synthesize it. The reactants are: [F:1][C:2]1[N:10]=[C:9]2[C:5]([N:6]=[C:7]([CH2:11][C:12]3[C:21](I)=[CH:20][C:15]4[O:16][CH2:17][CH2:18][O:19][C:14]=4[CH:13]=3)[NH:8]2)=[C:4]([NH2:23])[N:3]=1.C1C(=O)N(I)C(=O)C1.C(O)(C(F)(F)F)=O. (10) The reactants are: O(C(C)(C)C)[Na].Cl[C:8]1[C:13]([Cl:14])=[N:12][CH:11]=[CH:10][N:9]=1.[O:15]([CH2:22][CH2:23][OH:24])[C:16]1[CH:21]=[CH:20][CH:19]=[CH:18][CH:17]=1. Given the product [Cl:14][C:13]1[C:8]([O:24][CH2:23][CH2:22][O:15][C:16]2[CH:21]=[CH:20][CH:19]=[CH:18][CH:17]=2)=[N:9][CH:10]=[CH:11][N:12]=1, predict the reactants needed to synthesize it.